From a dataset of Retrosynthesis with 50K atom-mapped reactions and 10 reaction types from USPTO. Predict the reactants needed to synthesize the given product. Given the product CC(C)(C)ONC(=O)[C@@]1(C)CN(C(=O)OC(C)(C)C)CC[C@H]1NS(=O)(=O)c1ccc(OCc2ccccc2)cc1, predict the reactants needed to synthesize it. The reactants are: CC(C)(C)ON.COC(=O)[C@@]1(C)CN(C(=O)OC(C)(C)C)CC[C@H]1NS(=O)(=O)c1ccc(OCc2ccccc2)cc1.